Dataset: CYP3A4 inhibition data for predicting drug metabolism from PubChem BioAssay. Task: Regression/Classification. Given a drug SMILES string, predict its absorption, distribution, metabolism, or excretion properties. Task type varies by dataset: regression for continuous measurements (e.g., permeability, clearance, half-life) or binary classification for categorical outcomes (e.g., BBB penetration, CYP inhibition). Dataset: cyp3a4_veith. (1) The drug is CC(=O)NCCNc1nc(-c2ccc(C(=O)N(C)C)cc2)nc2ccccc12. The result is 0 (non-inhibitor). (2) The compound is CSCC[C@@H](N)P(C)(=O)O. The result is 0 (non-inhibitor). (3) The drug is CCOC(=O)c1cc(-c2ccc(Cl)cc2)nc2c1c(C)nn2CCC#N. The result is 1 (inhibitor). (4) The drug is COc1ccc(C)cc1NC(=O)CSc1nnc(-c2ccc(OC)c(OC)c2)n1N. The result is 1 (inhibitor). (5) The drug is Cc1ccc(-c2csc(N/N=C/c3ccco3)n2)cc1. The result is 0 (non-inhibitor). (6) The drug is Nc1ccc(N=Nc2ccc(-c3ccc(O)cc3)cc2)c2ccc(S(=O)(=O)O)cc12. The result is 0 (non-inhibitor). (7) The compound is COc1ccc(CNc2ccnc(-c3ccccc3C(F)(F)F)n2)c(OC)c1. The result is 1 (inhibitor). (8) The molecule is C[C@H](CCC(=O)NCC(=O)O)[C@H]1CC[C@H]2[C@@H]3[C@@H](O)C[C@H]4C[C@@H](O)CC[C@@]4(C)[C@@H]3C[C@@H](O)[C@@]21C. The result is 0 (non-inhibitor). (9) The drug is COc1cc2c(cc1OC)C1Cc3c(cnc4c(-c5ccc(F)cc5)cnn34)C(=O)N1CC2. The result is 0 (non-inhibitor).